Dataset: Reaction yield outcomes from USPTO patents with 853,638 reactions. Task: Predict the reaction yield, written as a fraction of the theoretical maximum amount of product (1.0 means a 100% yield; for example, 0.34 means a 34% yield). (1) The reactants are [B-](F)(F)(F)F.[B-](F)(F)(F)F.C1[N+]2(CCl)CC[N+]([F:21])(CC2)C1.[CH3:22][O:23][C:24]([C:26]1[C:31]([CH:32]=[CH2:33])=[C:30]([NH2:34])[CH:29]=[C:28]([Cl:35])[N:27]=1)=[O:25]. The catalyst is O.C(#N)C. The product is [CH3:22][O:23][C:24]([C:26]1[C:31]([CH:32]=[CH2:33])=[C:30]([NH2:34])[C:29]([F:21])=[C:28]([Cl:35])[N:27]=1)=[O:25]. The yield is 0.0400. (2) The yield is 0.900. The catalyst is O. The product is [Br:1][C:2]1[N:6]([CH2:7][C:8]2[CH:17]=[CH:16][C:11]([C:12]([OH:14])=[O:13])=[CH:10][CH:9]=2)[N:5]=[CH:4][CH:3]=1. The reactants are [Br:1][C:2]1[N:6]([CH2:7][C:8]2[CH:17]=[CH:16][C:11]([C:12]([O:14]C)=[O:13])=[CH:10][CH:9]=2)[N:5]=[CH:4][CH:3]=1.[OH-].[Na+].CO. (3) The reactants are [F:1][C:2]1[C:3]([CH2:22][N:23](C)[C:24](=O)OC(C)(C)C)=[CH:4][N:5]([S:14]([C:17]2[CH:21]=[CH:20][S:19][CH:18]=2)(=[O:16])=[O:15])[C:6]=1[C:7]1[C:8]([F:13])=[N:9][CH:10]=[CH:11][CH:12]=1.C(OCC)(=O)C.[ClH:38]. The catalyst is C(OCC)(=O)C.CC(O)C. The product is [ClH:38].[F:1][C:2]1[C:3]([CH2:22][NH:23][CH3:24])=[CH:4][N:5]([S:14]([C:17]2[CH:21]=[CH:20][S:19][CH:18]=2)(=[O:16])=[O:15])[C:6]=1[C:7]1[C:8]([F:13])=[N:9][CH:10]=[CH:11][CH:12]=1. The yield is 0.720.